From a dataset of Full USPTO retrosynthesis dataset with 1.9M reactions from patents (1976-2016). Predict the reactants needed to synthesize the given product. (1) Given the product [Cl:1][C:2]1[CH:7]=[CH:6][C:5]([C:8](=[O:20])/[CH:9]=[CH:10]/[C:11]2[CH:12]=[CH:13][C:14]([C:15]([NH:28][CH:29]3[CH2:34][CH2:33][CH:32]([OH:35])[CH2:31][CH2:30]3)=[O:17])=[CH:18][CH:19]=2)=[C:4]([NH:21][C:22]2[CH:27]=[CH:26][CH:25]=[CH:24][CH:23]=2)[CH:3]=1, predict the reactants needed to synthesize it. The reactants are: [Cl:1][C:2]1[CH:7]=[CH:6][C:5]([C:8](=[O:20])/[CH:9]=[CH:10]/[C:11]2[CH:19]=[CH:18][C:14]([C:15]([OH:17])=O)=[CH:13][CH:12]=2)=[C:4]([NH:21][C:22]2[CH:27]=[CH:26][CH:25]=[CH:24][CH:23]=2)[CH:3]=1.[NH2:28][CH:29]1[CH2:34][CH2:33][CH:32]([OH:35])[CH2:31][CH2:30]1.CCN=C=NCCCN(C)C.C1C=CC2N(O)N=NC=2C=1.CCN(C(C)C)C(C)C. (2) Given the product [NH2:25][C:26]1[N:35]=[C:34]([N:36]2[CH2:41][CH2:40][N:39]([CH3:42])[CH2:38][CH2:37]2)[C:33]2[C:28](=[CH:29][C:30]([C:43]([NH:67][C@@H:65]([C:56]3[CH:57]=[CH:58][C:59]4[C:64](=[CH:63][CH:62]=[CH:61][CH:60]=4)[CH:55]=3)[CH3:66])=[O:44])=[CH:31][CH:32]=2)[N:27]=1, predict the reactants needed to synthesize it. The reactants are: F[P-](F)(F)(F)(F)F.C[N+](C)=C(N(C)C)ON1C2N=CC=CC=2N=N1.[NH2:25][C:26]1[N:35]=[C:34]([N:36]2[CH2:41][CH2:40][N:39]([CH3:42])[CH2:38][CH2:37]2)[C:33]2[C:28](=[CH:29][C:30]([C:43](O)=[O:44])=[CH:31][CH:32]=2)[N:27]=1.C(N(CC)C(C)C)(C)C.[CH:55]1[C:64]2[C:59](=[CH:60][CH:61]=[CH:62][CH:63]=2)[CH:58]=[CH:57][C:56]=1[C@H:65]([NH2:67])[CH3:66]. (3) The reactants are: [I:1][C:2]1[C:10]2[N:9]=[C:8]([C:11]3[CH:16]=[CH:15][C:14]([CH:17]([CH3:19])[CH3:18])=[CH:13][CH:12]=3)[NH:7][C:6]=2[C:5]([O:20][CH3:21])=[CH:4][CH:3]=1.Br[CH2:23][CH2:24][O:25][CH3:26]. Given the product [I:1][C:2]1[C:10]2[N:9]=[C:8]([C:11]3[CH:16]=[CH:15][C:14]([CH:17]([CH3:19])[CH3:18])=[CH:13][CH:12]=3)[N:7]([CH2:23][CH2:24][O:25][CH3:26])[C:6]=2[C:5]([O:20][CH3:21])=[CH:4][CH:3]=1, predict the reactants needed to synthesize it. (4) Given the product [Cl:6][C:9]1[N:11]([CH3:12])[CH:19]=[N:7][C:8]=1[CH:13]=[O:16], predict the reactants needed to synthesize it. The reactants are: P(Cl)(Cl)(Cl)=O.[ClH:6].[NH2:7][CH2:8][C:9]([NH:11][CH3:12])=O.[C:13](=[O:16])([O-])[O-].[Na+].[Na+].[C:19](=O)([O-])[O-].[K+].[K+]. (5) Given the product [CH2:7]([N:6]1[C:4](=[O:5])[C:3]2[C:2](=[CH:18][CH:17]=[CH:16][CH:15]=2)[N:1]=[CH:19]1)[CH2:8][C:9]1[CH:10]=[CH:11][CH:12]=[CH:13][CH:14]=1, predict the reactants needed to synthesize it. The reactants are: [NH2:1][C:2]1[CH:18]=[CH:17][CH:16]=[CH:15][C:3]=1[C:4]([NH:6][CH2:7][CH2:8][C:9]1[CH:14]=[CH:13][CH:12]=[CH:11][CH:10]=1)=[O:5].[CH:19]([O-])([O-])[O-].